From a dataset of Forward reaction prediction with 1.9M reactions from USPTO patents (1976-2016). Predict the product of the given reaction. (1) Given the reactants [CH:1]1[C:11]2[CH2:10][CH2:9][C:8]3[CH:12]=[CH:13][CH:14]=[CH:15][C:7]=3[NH:6][C:5]=2[CH:4]=[CH:3][CH:2]=1.B(F)(F)F.O(CC)CC.[C:25]1(=[O:31])[CH2:30][CH2:29][CH2:28][CH:27]=[CH:26]1, predict the reaction product. The product is: [CH:1]1[C:11]2[CH2:10][CH2:9][C:8]3[CH:12]=[CH:13][CH:14]=[CH:15][C:7]=3[N:6]([CH:27]3[CH2:28][CH2:29][CH2:30][C:25](=[O:31])[CH2:26]3)[C:5]=2[CH:4]=[CH:3][CH:2]=1. (2) Given the reactants [Cl:1][C:2]1[CH:9]=[CH:8][C:7]([N+:10]([O-:12])=[O:11])=[CH:6][C:3]=1[CH:4]=O.[CH3:13][NH:14][CH3:15].[BH-](OC(C)=O)(OC(C)=O)OC(C)=O.[Na+].O, predict the reaction product. The product is: [Cl:1][C:2]1[CH:9]=[CH:8][C:7]([N+:10]([O-:12])=[O:11])=[CH:6][C:3]=1[CH2:4][N:14]([CH3:15])[CH3:13]. (3) Given the reactants [OH:1][C:2]1[C:11]2[C:6](=[CH:7][CH:8]=[CH:9][CH:10]=2)[C:5]([NH:15][O:16][CH3:17])([CH2:12][CH2:13][CH3:14])[C:4](=[O:18])[C:3]=1[C:19]1[NH:24][C:23]2[CH:25]=[CH:26][C:27]([NH:29][S:30]([CH3:33])(=[O:32])=[O:31])=[CH:28][C:22]=2[S:21](=[O:35])(=[O:34])[N:20]=1.C(N(CC)C(C)C)(C)C.[C:45](Cl)(=[O:47])[CH3:46], predict the reaction product. The product is: [OH:1][C:2]1[C:11]2[C:6](=[CH:7][CH:8]=[CH:9][CH:10]=2)[C:5]([N:15]([O:16][CH3:17])[C:45](=[O:47])[CH3:46])([CH2:12][CH2:13][CH3:14])[C:4](=[O:18])[C:3]=1[C:19]1[NH:24][C:23]2[CH:25]=[CH:26][C:27]([NH:29][S:30]([CH3:33])(=[O:32])=[O:31])=[CH:28][C:22]=2[S:21](=[O:35])(=[O:34])[N:20]=1. (4) Given the reactants [CH2:1]([O:8][C:9]1[CH:14]=[CH:13][C:12]([OH:15])=[CH:11][CH:10]=1)[C:2]1[CH:7]=[CH:6][CH:5]=[CH:4][CH:3]=1.C(=O)([O-])[O-].[Ca+2].[Br:21]Br, predict the reaction product. The product is: [CH2:1]([O:8][C:9]1[CH:10]=[CH:11][C:12]([OH:15])=[C:13]([Br:21])[CH:14]=1)[C:2]1[CH:3]=[CH:4][CH:5]=[CH:6][CH:7]=1.